Task: Predict the reactants needed to synthesize the given product.. Dataset: Full USPTO retrosynthesis dataset with 1.9M reactions from patents (1976-2016) (1) Given the product [C:15]([O:19][C:20]([N:22]1[CH2:27][CH2:26][CH:25]([CH2:28][CH2:29][CH2:30][O:14][C:5]2[CH:6]=[CH:7][C:8]([S:10]([CH3:13])(=[O:11])=[O:12])=[CH:9][C:4]=2[F:3])[CH2:24][CH2:23]1)=[O:21])([CH3:18])([CH3:17])[CH3:16], predict the reactants needed to synthesize it. The reactants are: [H-].[Na+].[F:3][C:4]1[CH:9]=[C:8]([S:10]([CH3:13])(=[O:12])=[O:11])[CH:7]=[CH:6][C:5]=1[OH:14].[C:15]([O:19][C:20]([N:22]1[CH2:27][CH2:26][CH:25]([CH2:28][CH2:29][CH2:30]OS(C)(=O)=O)[CH2:24][CH2:23]1)=[O:21])([CH3:18])([CH3:17])[CH3:16]. (2) Given the product [Cl:1][C:2]1[CH:7]=[C:6]([Cl:8])[CH:5]=[C:4]([Cl:9])[C:3]=1[S:10]([N:13]([CH2:15][O:16][CH2:17][CH2:18][C:19]([OH:23])=[O:20])[CH3:14])(=[O:11])=[O:12], predict the reactants needed to synthesize it. The reactants are: [Cl:1][C:2]1[CH:7]=[C:6]([Cl:8])[CH:5]=[C:4]([Cl:9])[C:3]=1[S:10]([N:13]([CH2:15][O:16][CH2:17][CH2:18][CH2:19][OH:20])[CH3:14])(=[O:12])=[O:11].C(OI(C1C=CC=CC=1)OC(=O)C)(=[O:23])C.Cl.CCOC(C)=O. (3) The reactants are: C([O:3][C:4]([C:6]1[NH:7][C:8]2[C:13]([CH:14]=1)=[C:12]([CH3:15])[CH:11]=[C:10]([CH3:16])[CH:9]=2)=[O:5])C.[OH-].[Li+]. Given the product [CH3:15][C:12]1[CH:11]=[C:10]([CH3:16])[CH:9]=[C:8]2[C:13]=1[CH:14]=[C:6]([C:4]([OH:5])=[O:3])[NH:7]2, predict the reactants needed to synthesize it. (4) Given the product [CH2:12]([N:19]1[CH2:28][CH2:27][C:26]2[C:25]([NH:1][C:2]3[N:7]=[N:6][C:5]([C:8]([O:10][CH3:11])=[O:9])=[CH:4][CH:3]=3)=[N:24][CH:23]=[N:22][C:21]=2[CH2:20]1)[C:13]1[CH:14]=[CH:15][CH:16]=[CH:17][CH:18]=1, predict the reactants needed to synthesize it. The reactants are: [NH2:1][C:2]1[N:7]=[N:6][C:5]([C:8]([O:10][CH3:11])=[O:9])=[CH:4][CH:3]=1.[CH2:12]([N:19]1[CH2:28][CH2:27][C:26]2[C:25](Cl)=[N:24][CH:23]=[N:22][C:21]=2[CH2:20]1)[C:13]1[CH:18]=[CH:17][CH:16]=[CH:15][CH:14]=1.